This data is from Full USPTO retrosynthesis dataset with 1.9M reactions from patents (1976-2016). The task is: Predict the reactants needed to synthesize the given product. Given the product [CH2:83]([C:84]1[CH:34]=[C:9]([CH3:10])[CH:8]=[C:7]([C:13]([CH3:14])([CH3:15])[CH3:16])[C:6]=1[OH:17])[C:60]1[CH:61]=[C:62]([CH3:63])[CH:52]=[C:58]([C:18]([CH3:21])([CH3:20])[CH3:19])[C:59]=1[OH:89], predict the reactants needed to synthesize it. The reactants are: C(C1[CH:10]=[C:9](OC)[CH:8]=[C:7]([C:13]([CH3:16])([CH3:15])[CH3:14])[C:6]=1[OH:17])(C)(C)C.[C:18](C1C=C(O)[C:19]([C:18](C)([CH3:21])[CH3:20])=CC=1O)([CH3:21])([CH3:20])[CH3:19].[C:34](C1C=C(O)C(C(CC)(C)C)=CC=1O)(CC)(C)C.[C:52]1([C:58]2[CH:63]=[C:62](OCCCCCCCCCCCCCCCCCC)[CH:61]=[C:60]([C:83]3C=CC=C[CH:84]=3)[C:59]=2[OH:89])C=CC=CC=1.